This data is from Forward reaction prediction with 1.9M reactions from USPTO patents (1976-2016). The task is: Predict the product of the given reaction. (1) Given the reactants C(=O)([O-])[O-].[K+].[K+].F[C:8]1[CH:9]=[CH:10][C:11]([N+:15]([O-:17])=[O:16])=[C:12]([CH3:14])[CH:13]=1.[C:18]([O:27][CH3:28])(=[O:26])[C:19]1[C:20](=[CH:22][CH:23]=[CH:24][CH:25]=1)[OH:21].[Cl-].[Na+], predict the reaction product. The product is: [CH3:14][C:12]1[CH:13]=[C:8]([CH:9]=[CH:10][C:11]=1[N+:15]([O-:17])=[O:16])[O:21][C:20]1[CH:22]=[CH:23][CH:24]=[CH:25][C:19]=1[C:18]([O:27][CH3:28])=[O:26]. (2) Given the reactants [CH2:1]([N:3]([CH2:20][CH3:21])[CH2:4]/[CH:5]=[CH:6]\[Sn:7]([CH2:16][CH2:17][CH2:18][CH3:19])([CH2:12][CH2:13][CH2:14][CH3:15])[CH2:8][CH2:9][CH2:10][CH3:11])[CH3:2].BrC/C=C\[Sn](CCCC)(CCCC)CCCC.N1CCCC1, predict the reaction product. The product is: [CH2:8]([Sn:7]([CH2:16][CH2:17][CH2:18][CH3:19])([CH2:12][CH2:13][CH2:14][CH3:15])/[CH:6]=[CH:5]\[CH2:4][N:3]1[CH2:1][CH2:2][CH2:21][CH2:20]1)[CH2:9][CH2:10][CH3:11]. (3) Given the reactants Br[C:2]1[CH:3]=[N:4][C:5]2[N:6]([N:8]=[C:9]([C:21]([CH3:24])([CH3:23])[CH3:22])[C:10]=2[CH2:11][N:12]2[CH2:16][CH:15]([CH2:17][CH2:18][CH3:19])[CH2:14][C:13]2=[O:20])[CH:7]=1.[CH:25]1(B(O)O)[CH2:27][CH2:26]1.[O-]P([O-])([O-])=O.[K+].[K+].[K+], predict the reaction product. The product is: [C:21]([C:9]1[C:10]([CH2:11][N:12]2[CH2:16][CH:15]([CH2:17][CH2:18][CH3:19])[CH2:14][C:13]2=[O:20])=[C:5]2[N:4]=[CH:3][C:2]([CH:25]3[CH2:27][CH2:26]3)=[CH:7][N:6]2[N:8]=1)([CH3:24])([CH3:23])[CH3:22]. (4) Given the reactants [CH2:1]([O:3][C:4](=[O:19])[CH2:5][CH2:6][CH2:7][N:8]1[C:12]2[N:13]=[C:14]([CH3:18])[N:15]=[C:16](Cl)[C:11]=2[CH:10]=[CH:9]1)[CH3:2].[C:20]([O:24][C:25](=[O:40])[C@@H:26]([NH:29][C:30]([O:32][CH2:33][C:34]1[CH:39]=[CH:38][CH:37]=[CH:36][CH:35]=1)=[O:31])[CH2:27][NH2:28])([CH3:23])([CH3:22])[CH3:21].C(N(CC)CC)C, predict the reaction product. The product is: [CH2:1]([O:3][C:4](=[O:19])[CH2:5][CH2:6][CH2:7][N:8]1[C:12]2[N:13]=[C:14]([CH3:18])[N:15]=[C:16]([NH:28][CH2:27][C@H:26]([NH:29][C:30]([O:32][CH2:33][C:34]3[CH:35]=[CH:36][CH:37]=[CH:38][CH:39]=3)=[O:31])[C:25]([O:24][C:20]([CH3:22])([CH3:23])[CH3:21])=[O:40])[C:11]=2[CH:10]=[CH:9]1)[CH3:2]. (5) Given the reactants [F:1][C:2]([F:18])([C:9]([F:17])([F:16])[C:10]([F:15])([F:14])[CH:11]([F:13])[F:12])[CH2:3][CH:4]([C:7]#[N:8])[C:5]#[N:6].I[CH2:20][CH2:21][C:22]([F:28])([F:27])[C:23]([F:26])([F:25])[F:24].C(=O)([O-])[O-].[K+].[K+].Cl, predict the reaction product. The product is: [F:1][C:2]([F:18])([C:9]([F:16])([F:17])[C:10]([F:14])([F:15])[CH:11]([F:13])[F:12])[CH2:3][C:4]([CH2:20][CH2:21][C:22]([F:28])([F:27])[C:23]([F:26])([F:25])[F:24])([C:7]#[N:8])[C:5]#[N:6]. (6) Given the reactants C(O[C:6](=[O:20])[N:7]([CH2:13][C:14]1[CH:19]=[CH:18][CH:17]=[CH:16][CH:15]=1)[N:8]1[CH:12]=[CH:11][CH:10]=[CH:9]1)(C)(C)C.[CH2:21]([O:23][C:24](=[O:36])[CH:25](C(OCC)=O)[C:26](OCC)=[O:27])[CH3:22], predict the reaction product. The product is: [CH2:21]([O:23][C:24]([C:25]1[C:6](=[O:20])[N:7]([CH2:13][C:14]2[CH:15]=[CH:16][CH:17]=[CH:18][CH:19]=2)[N:8]2[CH:9]=[CH:10][CH:11]=[C:12]2[C:26]=1[OH:27])=[O:36])[CH3:22].